This data is from Full USPTO retrosynthesis dataset with 1.9M reactions from patents (1976-2016). The task is: Predict the reactants needed to synthesize the given product. (1) Given the product [Cl:1][C:2]1[C:10]2[N:9]=[C:8]3[N:11]([C:15]4[CH:20]=[CH:19][C:18]([Cl:21])=[CH:17][C:16]=4[Cl:22])[CH2:12][CH2:13][CH2:14][N:7]3[C:6]=2[C:5]([CH:23]([CH2:26][CH3:27])[CH:24]([OH:25])[C:30]([F:33])([F:32])[F:31])=[CH:4][CH:3]=1, predict the reactants needed to synthesize it. The reactants are: [Cl:1][C:2]1[C:10]2[N:9]=[C:8]3[N:11]([C:15]4[CH:20]=[CH:19][C:18]([Cl:21])=[CH:17][C:16]=4[Cl:22])[CH2:12][CH2:13][CH2:14][N:7]3[C:6]=2[C:5]([CH:23]([CH2:26][CH3:27])[CH:24]=[O:25])=[CH:4][CH:3]=1.C[Si](C)(C)[C:30]([F:33])([F:32])[F:31].[F-].C([N+](CCCC)(CCCC)CCCC)CCC.Cl. (2) Given the product [OH:1][C@H:2]([C:9]1[N:10]=[C:11](/[C:14](=[N:26]/[NH:25][C:17](=[O:24])[C:18]2[CH:23]=[CH:22][N:21]=[CH:20][CH:19]=2)/[CH3:15])[NH:12][CH:13]=1)[C@H:3]([OH:8])[C@H:4]([OH:7])[CH2:5][OH:6], predict the reactants needed to synthesize it. The reactants are: [OH:1][C@H:2]([C:9]1[N:10]=[C:11]([C:14](=O)[CH3:15])[NH:12][CH:13]=1)[C@H:3]([OH:8])[C@H:4]([OH:7])[CH2:5][OH:6].[C:17]([NH:25][NH2:26])(=[O:24])[C:18]1[CH:23]=[CH:22][N:21]=[CH:20][CH:19]=1.